This data is from Full USPTO retrosynthesis dataset with 1.9M reactions from patents (1976-2016). The task is: Predict the reactants needed to synthesize the given product. (1) Given the product [F:12][CH:13]([F:22])[C:14]([OH:16])=[O:15].[Br:1][C:2]1[CH:11]=[C:6]([C:7]2[O:8][C:14]([CH:13]([F:22])[F:12])=[N:10][N:9]=2)[CH:5]=[N:4][CH:3]=1, predict the reactants needed to synthesize it. The reactants are: [Br:1][C:2]1[CH:3]=[N:4][CH:5]=[C:6]([CH:11]=1)[C:7]([NH:9][NH2:10])=[O:8].[F:12][CH:13]([F:22])[C:14]([O:16]C(=O)C(F)F)=[O:15]. (2) Given the product [CH3:34][S:35]([N:15]1[CH2:16][C@@H:17]([O:19][C:20]2[CH:21]=[CH:22][C:23]([F:26])=[CH:24][CH:25]=2)[CH2:18][C@H:14]1[C:12]([N:8]1[CH2:9][CH2:10][CH2:11][N:5]([CH:1]2[CH2:2][CH2:3][CH2:4]2)[CH2:6][CH2:7]1)=[O:13])(=[O:37])=[O:36], predict the reactants needed to synthesize it. The reactants are: [CH:1]1([N:5]2[CH2:11][CH2:10][CH2:9][N:8]([C:12]([C@@H:14]3[CH2:18][C@H:17]([O:19][C:20]4[CH:25]=[CH:24][C:23]([F:26])=[CH:22][CH:21]=4)[CH2:16][NH:15]3)=[O:13])[CH2:7][CH2:6]2)[CH2:4][CH2:3][CH2:2]1.CCN(CC)CC.[CH3:34][S:35](Cl)(=[O:37])=[O:36]. (3) Given the product [CH2:2]([S:6][CH:9]1[CH2:10][CH2:11][CH2:12][C:8]1=[O:15])[CH2:3][CH2:4][CH3:5], predict the reactants needed to synthesize it. The reactants are: [Na].[CH2:2]([SH:6])[CH2:3][CH2:4][CH3:5].Cl[CH:8]1[CH2:12][CH2:11][CH2:10][CH2:9]1.C([OH:15])C. (4) Given the product [NH2:1][C:4]1[CH:12]=[CH:11][C:7]([C:8]([OH:10])=[O:9])=[CH:6][C:5]=1[C:13]([OH:15])=[O:14], predict the reactants needed to synthesize it. The reactants are: [N+:1]([C:4]1[CH:12]=[CH:11][C:7]([C:8]([OH:10])=[O:9])=[CH:6][C:5]=1[C:13]([OH:15])=[O:14])([O-])=O. (5) Given the product [CH2:20]([O:27][C:28]1[CH:29]=[C:30]([CH2:31][C:17]#[N:18])[CH:33]=[CH:34][C:35]=1[O:36][CH3:37])[C:21]1[CH:26]=[CH:25][CH:24]=[CH:23][CH:22]=1, predict the reactants needed to synthesize it. The reactants are: CC([O-])(C)C.[K+].CC1C=CC(S([CH2:17][N+:18]#[C-])(=O)=O)=CC=1.[CH2:20]([O:27][C:28]1[CH:29]=[C:30]([CH:33]=[CH:34][C:35]=1[O:36][CH3:37])[CH:31]=O)[C:21]1[CH:26]=[CH:25][CH:24]=[CH:23][CH:22]=1.CO. (6) Given the product [CH3:1][O:2][C:3](=[O:25])[C:4]1[CH:9]=[CH:8][C:7]([S:10](=[O:24])(=[O:23])[N:11]([CH:12]([C:16]([O:18][C:19]([CH3:20])([CH3:22])[CH3:21])=[O:17])[CH:13]([CH3:15])[CH3:14])[CH2:39][C:35]2[CH:34]=[N:33][CH:38]=[CH:37][CH:36]=2)=[CH:6][CH:5]=1, predict the reactants needed to synthesize it. The reactants are: [CH3:1][O:2][C:3](=[O:25])[C:4]1[CH:9]=[CH:8][C:7]([S:10](=[O:24])(=[O:23])[NH:11][CH:12]([C:16]([O:18][C:19]([CH3:22])([CH3:21])[CH3:20])=[O:17])[CH:13]([CH3:15])[CH3:14])=[CH:6][CH:5]=1.C(=O)([O-])[O-].[Cs+].[Cs+].Cl.[N:33]1[CH:38]=[CH:37][CH:36]=[C:35]([CH2:39]Cl)[CH:34]=1.CCOC(C)=O.CCCCCC. (7) The reactants are: C([O:3][C:4](=[O:31])[CH2:5][C:6]1[CH:11]=[CH:10][C:9]([O:12]C)=[C:8]([O:14][C:15]2[CH:20]=[CH:19][C:18]([N+:21]([O-:23])=[O:22])=[CH:17][C:16]=2[CH2:24][S:25][CH2:26][C:27]([F:30])([F:29])[F:28])[CH:7]=1)C.Br. Given the product [OH:12][C:9]1[CH:10]=[CH:11][C:6]([CH2:5][C:4]([OH:31])=[O:3])=[CH:7][C:8]=1[O:14][C:15]1[CH:20]=[CH:19][C:18]([N+:21]([O-:23])=[O:22])=[CH:17][C:16]=1[CH2:24][S:25][CH2:26][C:27]([F:30])([F:28])[F:29], predict the reactants needed to synthesize it. (8) Given the product [BrH:1].[N:25]1([CH2:31][CH2:32][NH:33][C:34]2[S:35][C:2]3[CH2:8][CH2:7][CH2:6][C:5]4[CH:9]=[C:10]([N:13]5[CH2:17][C@H:16]([CH2:18][NH:19][C:20](=[O:22])[CH3:21])[O:15][C:14]5=[O:23])[CH:11]=[CH:12][C:4]=4[C:3]=3[N:36]=2)[CH2:26][CH2:27][O:28][CH2:29][CH2:30]1, predict the reactants needed to synthesize it. The reactants are: [Br:1][CH:2]1[CH2:8][CH2:7][CH2:6][C:5]2[CH:9]=[C:10]([N:13]3[CH2:17][C@H:16]([CH2:18][NH:19][C:20](=[O:22])[CH3:21])[O:15][C:14]3=[O:23])[CH:11]=[CH:12][C:4]=2[C:3]1=O.[N:25]1([CH2:31][CH2:32][NH:33][C:34]([NH2:36])=[S:35])[CH2:30][CH2:29][O:28][CH2:27][CH2:26]1. (9) Given the product [CH3:14][O:13][C:10]1[CH:11]=[CH:12][C:7]([O:6][CH2:5][CH2:4][CH2:3][CH2:2][N:29]2[CH2:30][CH2:31][CH:26]([C:22]3[CH:21]=[C:20]([NH:19][C:17](=[O:18])[CH:16]([CH3:15])[CH3:32])[CH:25]=[CH:24][CH:23]=3)[CH2:27][CH2:28]2)=[CH:8][CH:9]=1, predict the reactants needed to synthesize it. The reactants are: Cl[CH2:2][CH2:3][CH2:4][CH2:5][O:6][C:7]1[CH:12]=[CH:11][C:10]([O:13][CH3:14])=[CH:9][CH:8]=1.[CH3:15][CH:16]([CH3:32])[C:17]([NH:19][C:20]1[CH:25]=[CH:24][CH:23]=[C:22]([CH:26]2[CH2:31][CH2:30][NH:29][CH2:28][CH2:27]2)[CH:21]=1)=[O:18]. (10) Given the product [Br:8][CH2:18][C:17]1[C:10]([F:9])=[C:11]([CH:14]=[CH:15][CH:16]=1)[C:12]#[N:13], predict the reactants needed to synthesize it. The reactants are: C1C(=O)N([Br:8])C(=O)C1.[F:9][C:10]1[C:17]([CH3:18])=[CH:16][CH:15]=[CH:14][C:11]=1[C:12]#[N:13].O.